From a dataset of Forward reaction prediction with 1.9M reactions from USPTO patents (1976-2016). Predict the product of the given reaction. (1) Given the reactants C[O:2][C:3]1[N:8]=[CH:7][C:6]([C:9]2[C:17]3[C:12](=[CH:13][CH:14]=[CH:15][CH:16]=3)[N:11]([CH2:18][C:19]([O:21][CH3:22])=[O:20])[C:10]=2[CH3:23])=[CH:5][CH:4]=1.Cl, predict the reaction product. The product is: [CH3:23][C:10]1[N:11]([CH2:18][C:19]([O:21][CH3:22])=[O:20])[C:12]2[C:17]([C:9]=1[C:6]1[CH:5]=[CH:4][C:3](=[O:2])[NH:8][CH:7]=1)=[CH:16][CH:15]=[CH:14][CH:13]=2. (2) Given the reactants [CH2:1]([O:3][C:4]([N:6]1[CH2:12][CH2:11][C:10]2=[N:13][C:14]([C:18]3[CH:23]=[CH:22][N:21]=[CH:20][N:19]=3)=[CH:15][C:16](=[O:17])[N:9]2[CH2:8][CH2:7]1)=[O:5])[CH3:2].C[Si]([N-][Si](C)(C)C)(C)C.[Li+].[Br:34]Br, predict the reaction product. The product is: [CH2:1]([O:3][C:4]([N:6]1[CH2:12][CH:11]([Br:34])[C:10]2=[N:13][C:14]([C:18]3[CH:23]=[CH:22][N:21]=[CH:20][N:19]=3)=[CH:15][C:16](=[O:17])[N:9]2[CH2:8][CH2:7]1)=[O:5])[CH3:2].